Dataset: Ames mutagenicity test results for genotoxicity prediction. Task: Regression/Classification. Given a drug SMILES string, predict its toxicity properties. Task type varies by dataset: regression for continuous values (e.g., LD50, hERG inhibition percentage) or binary classification for toxic/non-toxic outcomes (e.g., AMES mutagenicity, cardiotoxicity, hepatotoxicity). Dataset: ames. (1) The drug is Clc1cc(Cl)cc(Cl)c1. The result is 0 (non-mutagenic). (2) The drug is OC1C=Cc2c(ccc3ccccc23)C1O. The result is 1 (mutagenic).